This data is from Experimentally validated miRNA-target interactions with 360,000+ pairs, plus equal number of negative samples. The task is: Binary Classification. Given a miRNA mature sequence and a target amino acid sequence, predict their likelihood of interaction. The miRNA is hsa-miR-4691-5p with sequence GUCCUCCAGGCCAUGAGCUGCGG. The protein sequence of the target gene is MGSNSSRIGDLPKNEYLKKLSGTESISENDPFWNQLLSFSFPAPTSSSELKLLEEATISVCRSLVENNPRTGNLGALIKVFLSRTKELKLSAECQNHIFIWQTHNALFIICCLLKVFICQMSEEELQLHFTYEEKSPGNYSSDSEDLLEELLCCLMQLITDIPLLDITYEISVEAISTMVVFLSCQLFHKEVLRQSISHKYLMRGPCLPYTSKLVKTLLYNFIRQEKPPPPGAHVFPQQSDGGGLLYGLASGVATGLWTVFTLGGVGSKAAASPELSSPLANQSLLLLLVLANLTDASDA.... Result: 1 (interaction).